Dataset: Catalyst prediction with 721,799 reactions and 888 catalyst types from USPTO. Task: Predict which catalyst facilitates the given reaction. (1) Reactant: [C:1]1([NH:7][CH:8]2[C:17]3[C:12](=[CH:13][CH:14]=[CH:15][CH:16]=3)[N:11]([C:18]([C:20]3[CH:25]=[CH:24][C:23](OC)=[CH:22][CH:21]=3)=[O:19])[CH2:10][CH2:9]2)[CH:6]=[CH:5][CH:4]=[CH:3][CH:2]=1.C(N([CH:34]([CH3:36])C)CC)(C)C.[C:37](Cl)(=[O:39])C.[OH2:41]. Product: [CH3:37][O:39][C:24]1[CH:25]=[C:20]([CH:21]=[CH:22][CH:23]=1)[C:18]([N:11]1[C:12]2[C:17](=[CH:16][CH:15]=[CH:14][CH:13]=2)[CH:8]([N:7]([C:1]2[CH:2]=[CH:3][CH:4]=[CH:5][CH:6]=2)[C:34](=[O:41])[CH3:36])[CH2:9][CH2:10]1)=[O:19]. The catalyst class is: 2. (2) Reactant: [CH2:1]([O:3][C:4]([C:6]1[N:7]([CH2:26][C:27]2[CH:32]=[CH:31][CH:30]=[C:29]([O:33][C:34]3[CH:39]=[CH:38][CH:37]=[CH:36][CH:35]=3)[CH:28]=2)[C:8]2[C:13]([C:14]=1I)=[CH:12][CH:11]=[C:10]([C:16]1[CH:21]=[CH:20][C:19]([C:22]([CH3:25])([CH3:24])[CH3:23])=[CH:18][CH:17]=1)[CH:9]=2)=[O:5])[CH3:2].[C:40]1(B(O)O)[CH:45]=[CH:44][CH:43]=[CH:42][CH:41]=1.[O-]P([O-])([O-])=O.[K+].[K+].[K+].C([O-])(O)=O.[Na+]. Product: [CH2:1]([O:3][C:4]([C:6]1[N:7]([CH2:26][C:27]2[CH:32]=[CH:31][CH:30]=[C:29]([O:33][C:34]3[CH:39]=[CH:38][CH:37]=[CH:36][CH:35]=3)[CH:28]=2)[C:8]2[C:13]([C:14]=1[C:40]1[CH:45]=[CH:44][CH:43]=[CH:42][CH:41]=1)=[CH:12][CH:11]=[C:10]([C:16]1[CH:21]=[CH:20][C:19]([C:22]([CH3:25])([CH3:24])[CH3:23])=[CH:18][CH:17]=1)[CH:9]=2)=[O:5])[CH3:2]. The catalyst class is: 718. (3) Reactant: [Br:1][C:2]1[C:3]([NH:18][C@H:19]([CH3:22])[CH2:20][OH:21])=[N:4][C:5]([NH:8][C:9]2[CH:14]=[CH:13][C:12]([S:15]([CH3:17])=[O:16])=[CH:11][CH:10]=2)=[N:6][CH:7]=1.[CH3:23][Si:24]([CH3:44])([CH3:43])[CH2:25][CH2:26][S:27]([N:30]=C1CCCCI1C1C=CC=CC=1)(=[O:29])=[O:28]. Product: [Br:1][C:2]1[C:3]([NH:18][C@H:19]([CH3:22])[CH2:20][OH:21])=[N:4][C:5]([NH:8][C:9]2[CH:10]=[CH:11][C:12]([S:15]([CH3:17])(=[N:30][S:27]([CH2:26][CH2:25][Si:24]([CH3:44])([CH3:43])[CH3:23])(=[O:29])=[O:28])=[O:16])=[CH:13][CH:14]=2)=[N:6][CH:7]=1. The catalyst class is: 10. (4) Reactant: [CH2:1]([O:8][C:9]1[CH:18]=[CH:17][C:12]([C:13]([O:15]C)=[O:14])=[CH:11][C:10]=1/[C:19](/[CH3:22])=[CH:20]\[CH3:21])[C:2]1[CH:7]=[CH:6][CH:5]=[CH:4][CH:3]=1.[OH-].[K+]. Product: [CH2:1]([O:8][C:9]1[CH:18]=[CH:17][C:12]([C:13]([OH:15])=[O:14])=[CH:11][C:10]=1/[C:19](/[CH3:22])=[CH:20]\[CH3:21])[C:2]1[CH:3]=[CH:4][CH:5]=[CH:6][CH:7]=1. The catalyst class is: 24. (5) Reactant: [N+:1]([O-:4])(O)=[O:2].[CH3:5][O:6][C:7](=[O:17])[C:8]1[CH:13]=[CH:12][C:11]([OH:14])=[C:10]([F:15])[C:9]=1[F:16]. Product: [CH3:5][O:6][C:7](=[O:17])[C:8]1[CH:13]=[C:12]([N+:1]([O-:4])=[O:2])[C:11]([OH:14])=[C:10]([F:15])[C:9]=1[F:16]. The catalyst class is: 15.